Dataset: Full USPTO retrosynthesis dataset with 1.9M reactions from patents (1976-2016). Task: Predict the reactants needed to synthesize the given product. (1) Given the product [F:28][C:25]1[CH:24]=[CH:23][C:22]([CH2:21][N:15]2[CH2:14][CH2:13][C:12]3[N:11]4[CH2:29][CH2:30][CH2:31][CH2:32][CH:33]([CH3:34])[C:10]4=[C:9]([OH:8])[C:18](=[O:19])[C:17]=3[C:16]2=[O:20])=[CH:27][CH:26]=1, predict the reactants needed to synthesize it. The reactants are: C([O:8][C:9]1[C:18](=[O:19])[C:17]2[C:16](=[O:20])[N:15]([CH2:21][C:22]3[CH:27]=[CH:26][C:25]([F:28])=[CH:24][CH:23]=3)[CH2:14][CH2:13][C:12]=2[N:11]2[CH2:29][CH2:30][CH:31]=[CH:32][CH:33]([CH3:34])[C:10]=12)C1C=CC=CC=1. (2) Given the product [CH2:9]([CH:8]([NH:16][C:17]([C:19]1[CH:28]=[N:27][C:26]2[C:21](=[CH:22][CH:23]=[CH:24][CH:25]=2)[N:20]=1)=[O:18])[CH:7]([OH:29])[CH2:6][CH:5]([C:33]1[NH:37][CH:36]=[N:35][N:34]=1)[CH2:4][CH2:3][C:2]([F:1])([CH3:39])[CH3:38])[C:10]1[CH:15]=[CH:14][CH:13]=[CH:12][CH:11]=1, predict the reactants needed to synthesize it. The reactants are: [F:1][C:2]([CH3:39])([CH3:38])[CH2:3][CH2:4][CH:5]([C:33]1[NH:37][CH:36]=[N:35][N:34]=1)[CH2:6][CH:7]([O:29]C(=O)C)[CH:8]([NH:16][C:17]([C:19]1[CH:28]=[N:27][C:26]2[C:21](=[CH:22][CH:23]=[CH:24][CH:25]=2)[N:20]=1)=[O:18])[CH2:9][C:10]1[CH:15]=[CH:14][CH:13]=[CH:12][CH:11]=1.C(=O)([O-])[O-].[K+].[K+]. (3) Given the product [F:24][C:25]1[C:26]([CH3:34])=[C:27]([CH:31]=[CH:32][CH:33]=1)[C:28]([NH:1][CH2:2][C@H:3]1[N:8]([C:9]([C:11]2[N:12]=[C:13]([CH3:23])[S:14][C:15]=2[C:16]2[CH:17]=[C:18]([CH3:22])[CH:19]=[CH:20][CH:21]=2)=[O:10])[CH2:7][C@H:6]2[C@@H:4]1[CH2:5]2)=[O:29], predict the reactants needed to synthesize it. The reactants are: [NH2:1][CH2:2][C@H:3]1[N:8]([C:9]([C:11]2[N:12]=[C:13]([CH3:23])[S:14][C:15]=2[C:16]2[CH:17]=[C:18]([CH3:22])[CH:19]=[CH:20][CH:21]=2)=[O:10])[CH2:7][C@H:6]2[C@@H:4]1[CH2:5]2.[F:24][C:25]1[C:26]([CH3:34])=[C:27]([CH:31]=[CH:32][CH:33]=1)[C:28](O)=[O:29]. (4) The reactants are: [CH:1]([C:3]1[CH:12]=[CH:11][C:6]([C:7]([O:9][CH3:10])=[O:8])=[CH:5][C:4]=1[O:13][CH3:14])=O.Cl.[NH2:16]O.O.C(=O)([O-])O.[Na+]. Given the product [C:1]([C:3]1[CH:12]=[CH:11][C:6]([C:7]([O:9][CH3:10])=[O:8])=[CH:5][C:4]=1[O:13][CH3:14])#[N:16], predict the reactants needed to synthesize it. (5) Given the product [Cl:13][C:14]1[CH:15]=[C:16]([C:21]2[NH:22][CH:23]=[C:24]([C:32]3[CH2:33][CH2:34][N:35]([CH2:9][CH2:8][C:7]4[CH:11]=[CH:12][C:4]([S:2]([CH3:1])=[O:3])=[CH:5][CH:6]=4)[CH2:36][CH:37]=3)[C:25]=2[C:26]2[CH:27]=[CH:28][N:29]=[CH:30][CH:31]=2)[CH:17]=[CH:18][C:19]=1[F:20], predict the reactants needed to synthesize it. The reactants are: [CH3:1][S:2]([C:4]1[CH:12]=[CH:11][C:7]([CH2:8][CH2:9]Br)=[CH:6][CH:5]=1)=[O:3].[Cl:13][C:14]1[CH:15]=[C:16]([C:21]2[NH:22][CH:23]=[C:24]([C:32]3[CH2:33][CH2:34][NH:35][CH2:36][CH:37]=3)[C:25]=2[C:26]2[CH:31]=[CH:30][N:29]=[CH:28][CH:27]=2)[CH:17]=[CH:18][C:19]=1[F:20]. (6) Given the product [O:48]=[C:39]1[N:38]([CH:35]2[CH2:36][CH2:37][N:32]([C:30]([NH:29][C@H:3]3[C:2](=[O:1])[N:15]([CH:16]4[CH2:17][CH2:18][NH:19][CH2:20]4)[CH2:14][C:6]4[C:7]5[CH:8]=[N:9][NH:10][C:11]=5[CH:12]=[CH:13][C:5]=4[CH2:4]3)=[O:31])[CH2:33][CH2:34]2)[CH2:47][C:46]2[C:41](=[CH:42][CH:43]=[CH:44][CH:45]=2)[NH:40]1, predict the reactants needed to synthesize it. The reactants are: [O:1]=[C:2]1[N:15]([CH:16]2C[CH2:20][N:19](C(OC(C)(C)C)=O)[CH2:18][CH2:17]2)[CH2:14][C:6]2[C:7]3[CH:8]=[N:9][NH:10][C:11]=3[CH:12]=[CH:13][C:5]=2[CH2:4][C@H:3]1[NH:29][C:30]([N:32]1[CH2:37][CH2:36][CH:35]([N:38]2[CH2:47][C:46]3[C:41](=[CH:42][CH:43]=[CH:44][CH:45]=3)[NH:40][C:39]2=[O:48])[CH2:34][CH2:33]1)=[O:31].FC(F)(F)C(O)=O.